Dataset: Reaction yield outcomes from USPTO patents with 853,638 reactions. Task: Predict the reaction yield, written as a fraction of the theoretical maximum amount of product (1.0 means a 100% yield; for example, 0.34 means a 34% yield). (1) The reactants are Br[C:2]1[CH:7]=[CH:6][C:5]([S:8]([N:11]2[CH2:16][CH2:15][CH2:14][CH2:13][CH2:12]2)(=[O:10])=[O:9])=[CH:4][CH:3]=1.[C:17]([C:19]1[N:23]([CH3:24])[C:22](B(O)O)=[CH:21][CH:20]=1)#[N:18].[F-].[K+].C(P(C(C)(C)C)C(C)(C)C)(C)(C)C. The catalyst is C1C=CC(/C=C/C(/C=C/C2C=CC=CC=2)=O)=CC=1.C1C=CC(/C=C/C(/C=C/C2C=CC=CC=2)=O)=CC=1.C1C=CC(/C=C/C(/C=C/C2C=CC=CC=2)=O)=CC=1.[Pd].[Pd]. The product is [CH3:24][N:23]1[C:22]([C:2]2[CH:7]=[CH:6][C:5]([S:8]([N:11]3[CH2:16][CH2:15][CH2:14][CH2:13][CH2:12]3)(=[O:10])=[O:9])=[CH:4][CH:3]=2)=[CH:21][CH:20]=[C:19]1[C:17]#[N:18]. The yield is 0.0800. (2) The reactants are [CH3:1][N:2]1[C:10]2[C:5](=[CH:6][CH:7]=[CH:8][CH:9]=2)[CH:4]=[C:3]1[C:11]([N:13](C1C=CC=CC=1)[C@H:14]([C:16]([NH:18][C@H:19]([CH:24]=[O:25])[CH2:20][C:21]([OH:23])=[O:22])=[O:17])[CH3:15])=[O:12].C=O.[C:34](O)(=O)[CH3:35]. The catalyst is CO. The product is [CH3:1][N:2]1[C:10]2[C:5](=[CH:6][CH:7]=[CH:8][CH:9]=2)[CH:4]=[C:3]1[C:11]([NH:13][C@H:14]([C:16]([NH:18][C@H:19]([CH:24]=[O:25])[CH2:20][C:21]([OH:23])=[O:22])=[O:17])[CH2:15][C:35]1[CH:34]=[CH:5][CH:4]=[CH:3][CH:11]=1)=[O:12]. The yield is 0.250. (3) The reactants are C1(P(C2C=CC=CC=2)C2C=CC=CC=2)C=CC=CC=1.BrN1C(=O)CCC1=O.[CH:28]1([CH2:33][C@H:34]([C:38]2[CH:43]=[CH:42][C:41]([Cl:44])=[C:40]([Cl:45])[CH:39]=2)[C:35]([OH:37])=O)[CH2:32][CH2:31][CH2:30][CH2:29]1.[NH2:46][C:47]1[CH:52]=[CH:51][C:50]([Br:53])=[CH:49][N:48]=1.N1C=CC=CC=1. The catalyst is C(Cl)Cl.O. The yield is 0.970. The product is [Br:53][C:50]1[CH:51]=[CH:52][C:47]([NH:46][C:35](=[O:37])[C@@H:34]([C:38]2[CH:43]=[CH:42][C:41]([Cl:44])=[C:40]([Cl:45])[CH:39]=2)[CH2:33][CH:28]2[CH2:29][CH2:30][CH2:31][CH2:32]2)=[N:48][CH:49]=1. (4) The reactants are [CH2:1]([S:3][CH2:4][CH2:5][N:6]1[C:14](=[O:15])[C:13]2[C:8](=[CH:9][CH:10]=[C:11]([O:16][CH2:17][C:18]3[CH:23]=[CH:22][C:21]([F:24])=[CH:20][CH:19]=3)[CH:12]=2)[C:7]1=[O:25])[CH3:2].C1(C2[O:34]N2S(C2C=CC=CC=2)(=O)=O)C=CC=CC=1. The catalyst is C(Cl)Cl. The product is [CH2:1]([S:3]([CH2:4][CH2:5][N:6]1[C:14](=[O:15])[C:13]2[C:8](=[CH:9][CH:10]=[C:11]([O:16][CH2:17][C:18]3[CH:19]=[CH:20][C:21]([F:24])=[CH:22][CH:23]=3)[CH:12]=2)[C:7]1=[O:25])=[O:34])[CH3:2]. The yield is 0.340.